From a dataset of Full USPTO retrosynthesis dataset with 1.9M reactions from patents (1976-2016). Predict the reactants needed to synthesize the given product. (1) Given the product [F:1][CH:2]([F:8])[C:3]([O:5][CH2:6][C:7]1[CH:14]=[CH:15][CH:10]=[CH:11][CH:12]=1)=[O:4], predict the reactants needed to synthesize it. The reactants are: [F:1][CH:2]([F:8])[C:3]([O:5][CH2:6][CH3:7])=[O:4].C(O)[C:10]1[CH:15]=[CH:14]C=[CH:12][CH:11]=1.B(F)(F)F.CCOCC. (2) Given the product [CH3:1][O:2][C:3]([C:5]1[CH:6]=[CH:7][C:8]([C:11]2[CH:16]=[C:15]([NH2:17])[CH:14]=[C:13]([CH2:20][N:21]([CH3:22])[CH3:23])[CH:12]=2)=[CH:9][CH:10]=1)=[O:4], predict the reactants needed to synthesize it. The reactants are: [CH3:1][O:2][C:3]([C:5]1[CH:10]=[CH:9][C:8]([C:11]2[CH:16]=[C:15]([N+:17]([O-])=O)[CH:14]=[C:13]([CH2:20][N:21]([CH3:23])[CH3:22])[CH:12]=2)=[CH:7][CH:6]=1)=[O:4]. (3) Given the product [CH2:34]([C:28]1([C:31]([OH:33])=[O:32])[CH2:29][CH2:30][N:25]([C:22]2[N:21]=[CH:20][C:19]([C:6]3[CH:5]=[C:4]([N:43]4[CH2:48][CH2:47][O:46][CH2:45][CH2:44]4)[C:12]4[S:11][C:10]([NH:13][C:14](=[O:18])[NH:15][CH2:16][CH3:17])=[N:9][C:8]=4[CH:7]=3)=[CH:24][N:23]=2)[CH2:26][CH2:27]1)[CH3:35], predict the reactants needed to synthesize it. The reactants are: B([C:4]1[C:12]2[S:11][C:10]([NH:13][C:14](=[O:18])[NH:15][CH2:16][CH3:17])=[N:9][C:8]=2[CH:7]=[C:6]([C:19]2[CH:20]=[N:21][C:22]([N:25]3[CH2:30][CH2:29][C:28]([CH2:34][CH3:35])([C:31]([OH:33])=[O:32])[CH2:27][CH2:26]3)=[N:23][CH:24]=2)[CH:5]=1)(O)O.C(N(CC)CC)C.[NH:43]1[CH2:48][CH2:47][O:46][CH2:45][CH2:44]1. (4) Given the product [CH3:14][N:15]([CH3:23])/[CH:16]=[C:17](\[C:7](=[O:8])[C:6]1[CH:10]=[CH:11][C:3]([C:2]([F:13])([F:12])[F:1])=[CH:4][CH:5]=1)/[C:18]([O:20][CH2:21][CH3:22])=[O:19], predict the reactants needed to synthesize it. The reactants are: [F:1][C:2]([F:13])([F:12])[C:3]1[CH:11]=[CH:10][C:6]([C:7](Cl)=[O:8])=[CH:5][CH:4]=1.[CH3:14][N:15]([CH3:23])[CH:16]=[CH:17][C:18]([O:20][CH2:21][CH3:22])=[O:19].C(N(CC)CC)C.C(OCC)(=O)C. (5) The reactants are: [CH3:1][O:2][C:3]1[CH:8]=[C:7]([F:9])[CH:6]=[CH:5][C:4]=1Br.[Li]CCCC.[CH2:16]([N:23]1[CH2:28][CH2:27][C:26](=O)[CH2:25][CH2:24]1)[C:17]1[CH:22]=[CH:21][CH:20]=[CH:19][CH:18]=1. Given the product [CH2:16]([N:23]1[CH2:28][CH2:27][CH:26]([C:4]2[CH:5]=[CH:6][C:7]([F:9])=[CH:8][C:3]=2[O:2][CH3:1])[CH2:25][CH2:24]1)[C:17]1[CH:22]=[CH:21][CH:20]=[CH:19][CH:18]=1, predict the reactants needed to synthesize it. (6) Given the product [C:1]([C:5]1[CH:9]=[C:8]([NH:10][C:11]([NH:13][C:14]2[C:23]3[C:18](=[CH:19][CH:20]=[CH:21][CH:22]=3)[C:17]([O:24][C:25]3[CH:30]=[CH:29][N:28]=[C:27]([NH:43][C:42]4[CH:44]=[C:45]([O:47][CH2:48][CH2:49][O:50][CH2:51][CH2:52][O:53][CH2:54][CH2:55][O:56][CH3:57])[CH:46]=[C:40]([F:39])[CH:41]=4)[N:26]=3)=[CH:16][CH:15]=2)=[O:12])[N:7]([C:32]2[CH:37]=[CH:36][C:35]([CH3:38])=[CH:34][CH:33]=2)[N:6]=1)([CH3:4])([CH3:3])[CH3:2], predict the reactants needed to synthesize it. The reactants are: [C:1]([C:5]1[CH:9]=[C:8]([NH:10][C:11]([NH:13][C:14]2[C:23]3[C:18](=[CH:19][CH:20]=[CH:21][CH:22]=3)[C:17]([O:24][C:25]3[CH:30]=[CH:29][N:28]=[C:27](Cl)[N:26]=3)=[CH:16][CH:15]=2)=[O:12])[N:7]([C:32]2[CH:37]=[CH:36][C:35]([CH3:38])=[CH:34][CH:33]=2)[N:6]=1)([CH3:4])([CH3:3])[CH3:2].[F:39][C:40]1[CH:41]=[C:42]([CH:44]=[C:45]([O:47][CH2:48][CH2:49][O:50][CH2:51][CH2:52][O:53][CH2:54][CH2:55][O:56][CH3:57])[CH:46]=1)[NH2:43].C([O-])(O)=O.[Na+]. (7) Given the product [CH3:14][O:13][C:10]1[CH:11]=[CH:12][C:7]([C:2]2[O:1][CH:5]=[CH:4][N:3]=2)=[CH:8][CH:9]=1, predict the reactants needed to synthesize it. The reactants are: [O:1]1[CH:5]=[CH:4][N:3]=[CH:2]1.Br[C:7]1[CH:12]=[CH:11][C:10]([O:13][CH3:14])=[CH:9][CH:8]=1. (8) Given the product [CH:1]1([CH2:4][C:5](=[O:6])[CH2:13][CH:12]=[CH2:11])[CH2:3][CH2:2]1, predict the reactants needed to synthesize it. The reactants are: [CH:1]1([CH2:4][C:5](N(OC)C)=[O:6])[CH2:3][CH2:2]1.[CH2:11]([Mg]Br)[CH:12]=[CH2:13]. (9) Given the product [Cl:17][C:15]1[CH:16]=[C:11]([NH:10][C:9]2[N:8]=[C:6]([NH2:7])[NH:5][N:4]=2)[CH:12]=[C:35]([Cl:36])[C:14]=1[S:18][C:19]1[CH:20]=[CH:21][C:22]([O:25][CH3:26])=[CH:23][CH:24]=1, predict the reactants needed to synthesize it. The reactants are: C(O)C.[NH2:4][NH2:5].[C:6](/[N:8]=[C:9](\SC)/[NH:10][C:11]1[CH:16]=[C:15]([Cl:17])[C:14]([S:18][C:19]2[CH:24]=[CH:23][C:22]([O:25][CH3:26])=[CH:21][CH:20]=2)=C(Cl)[CH:12]=1)#[N:7].[OH-].[NH4+].CO.Cl[CH2:35][Cl:36].